This data is from Reaction yield outcomes from USPTO patents with 853,638 reactions. The task is: Predict the reaction yield, written as a fraction of the theoretical maximum amount of product (1.0 means a 100% yield; for example, 0.34 means a 34% yield). (1) The reactants are [O:1]=[C:2]1[NH:6][C:5](=[O:7])[C:4](=[CH:8][C:9]2[CH:10]=[C:11]3[C:16](=[CH:17][CH:18]=2)[N:15]=[CH:14][N:13]=[C:12]3[N:19]2[CH2:30][CH2:29][CH2:28][C@H:20]2[C:21]([O:23]C(C)(C)C)=[O:22])[S:3]1.C(O)(C(F)(F)F)=O.C(Cl)Cl. No catalyst specified. The product is [O:1]=[C:2]1[NH:6][C:5](=[O:7])[C:4](=[CH:8][C:9]2[CH:10]=[C:11]3[C:16](=[CH:17][CH:18]=2)[N:15]=[CH:14][N:13]=[C:12]3[N:19]2[CH2:30][CH2:29][CH2:28][CH:20]2[C:21]([OH:23])=[O:22])[S:3]1. The yield is 0.810. (2) The reactants are Cl.[OH:2][CH:3]1[CH2:8][CH2:7][CH:6]([O:9][C:10]2[CH:15]=[CH:14][C:13]([C:16]3[CH:21]=[CH:20][N:19]([CH2:22][CH2:23][C@@:24]([CH3:39])([S:35]([CH3:38])(=[O:37])=[O:36])[C:25]([NH:27][O:28]C4CCCCO4)=[O:26])[C:18](=[O:40])[CH:17]=3)=[CH:12][CH:11]=2)[CH2:5][CH2:4]1. The catalyst is O1CCOCC1. The product is [OH:28][NH:27][C:25](=[O:26])[C@:24]([CH3:39])([S:35]([CH3:38])(=[O:37])=[O:36])[CH2:23][CH2:22][N:19]1[CH:20]=[CH:21][C:16]([C:13]2[CH:12]=[CH:11][C:10]([O:9][CH:6]3[CH2:5][CH2:4][CH:3]([OH:2])[CH2:8][CH2:7]3)=[CH:15][CH:14]=2)=[CH:17][C:18]1=[O:40]. The yield is 0.540. (3) The reactants are [C:1]1([C:7]2[N:8]=[C:9]([C:23]3[CH:28]=[CH:27][N:26]=[C:25]([NH:29]C(=O)C)[CH:24]=3)[S:10][C:11]=2[C:12]2[N:16]=[CH:15][N:14]([CH:17]3[CH2:22][CH2:21][CH2:20][CH2:19][O:18]3)[N:13]=2)[CH:6]=[CH:5][CH:4]=[CH:3][CH:2]=1.O1CCCC1.CO.[OH-].[Na+]. The catalyst is C(OCC)(=O)C.O. The product is [C:1]1([C:7]2[N:8]=[C:9]([C:23]3[CH:28]=[CH:27][N:26]=[C:25]([NH2:29])[CH:24]=3)[S:10][C:11]=2[C:12]2[N:16]=[CH:15][N:14]([CH:17]3[CH2:22][CH2:21][CH2:20][CH2:19][O:18]3)[N:13]=2)[CH:2]=[CH:3][CH:4]=[CH:5][CH:6]=1. The yield is 0.870. (4) The reactants are [O:1]([C:8]1[CH:13]=[CH:12][C:11]([NH:14][C:15]2[N:20]=[CH:19][N:18]=[C:17]([NH:21][CH:22]3[CH2:26][CH2:25][N:24](C(OC(C)(C)C)=O)[CH2:23]3)[CH:16]=2)=[CH:10][CH:9]=1)[C:2]1[CH:7]=[CH:6][CH:5]=[CH:4][CH:3]=1.C(O)(C(F)(F)F)=O. The catalyst is C(Cl)Cl. The product is [O:1]([C:8]1[CH:9]=[CH:10][C:11]([NH:14][C:15]2[CH:16]=[C:17]([NH:21][CH:22]3[CH2:26][CH2:25][NH:24][CH2:23]3)[N:18]=[CH:19][N:20]=2)=[CH:12][CH:13]=1)[C:2]1[CH:7]=[CH:6][CH:5]=[CH:4][CH:3]=1. The yield is 0.324. (5) The catalyst is ClCCl. The yield is 0.930. The product is [CH2:1]([N:8]1[C:16]2[C:11](=[CH:12][C:13]([CH3:19])=[C:14]([OH:17])[CH:15]=2)[C:10]([CH3:20])([CH3:21])[C:9]1=[O:22])[C:2]1[CH:7]=[CH:6][CH:5]=[CH:4][CH:3]=1. The reactants are [CH2:1]([N:8]1[C:16]2[C:11](=[CH:12][C:13]([CH3:19])=[C:14]([O:17]C)[CH:15]=2)[C:10]([CH3:21])([CH3:20])[C:9]1=[O:22])[C:2]1[CH:7]=[CH:6][CH:5]=[CH:4][CH:3]=1.B(Br)(Br)Br.